From a dataset of Reaction yield outcomes from USPTO patents with 853,638 reactions. Predict the reaction yield, written as a fraction of the theoretical maximum amount of product (1.0 means a 100% yield; for example, 0.34 means a 34% yield). (1) The reactants are [C:1]12[C:7](=[CH:8][CH:9]=[CH:10][CH:11]=1)[NH:6][C:5](=[O:12])[O:4][C:2]2=[O:3].[H-].[Na+].[F:15][C:16]1[CH:23]=[CH:22][C:19]([CH2:20]Br)=[CH:18][CH:17]=1.O. The catalyst is CN(C)C=O. The product is [F:15][C:16]1[CH:23]=[CH:22][C:19]([CH2:20][N:6]2[C:7]3[CH:8]=[CH:9][CH:10]=[CH:11][C:1]=3[C:2](=[O:3])[O:4][C:5]2=[O:12])=[CH:18][CH:17]=1. The yield is 0.900. (2) The reactants are [CH2:1]([N:8]1[CH2:14][C:13]2[N:15]=[CH:16][C:17]([NH2:19])=[N:18][C:12]=2[O:11][CH2:10][CH2:9]1)[C:2]1[CH:7]=[CH:6][CH:5]=[CH:4][CH:3]=1.[CH3:20][C:21](=O)[CH2:22][CH2:23][C:24](=O)[CH3:25].C(O)(=O)C.C1(C)C=CC=CC=1. The catalyst is C(OCC)(=O)C. The product is [CH2:1]([N:8]1[CH2:14][C:13]2[N:15]=[CH:16][C:17]([N:19]3[C:24]([CH3:25])=[CH:23][CH:22]=[C:21]3[CH3:20])=[N:18][C:12]=2[O:11][CH2:10][CH2:9]1)[C:2]1[CH:3]=[CH:4][CH:5]=[CH:6][CH:7]=1. The yield is 0.460. (3) The reactants are Br[C:2]1[CH:3]=[CH:4][C:5]([N:8]2[CH2:14][CH2:13][CH2:12][N:11]([C:15]3[CH:20]=[CH:19][C:18](Br)=[CH:17][N:16]=3)[CH2:10][CH2:9]2)=[N:6][CH:7]=1.[C:22]([C:26]1[CH:31]=[CH:30][C:29](B(O)O)=[CH:28][CH:27]=1)([CH3:25])([CH3:24])[CH3:23]. No catalyst specified. The product is [C:22]([C:26]1[CH:31]=[CH:30][C:29]([C:2]2[CH:3]=[CH:4][C:5]([N:8]3[CH2:14][CH2:13][CH2:12][N:11]([C:15]4[CH:20]=[CH:19][C:18]([C:29]5[CH:30]=[CH:31][C:26]([C:22]([CH3:25])([CH3:24])[CH3:23])=[CH:27][CH:28]=5)=[CH:17][N:16]=4)[CH2:10][CH2:9]3)=[N:6][CH:7]=2)=[CH:28][CH:27]=1)([CH3:25])([CH3:24])[CH3:23]. The yield is 0.420. (4) The reactants are [Cl:1][C:2]1[CH:3]=[CH:4][C:5]([C:31]([F:34])([F:33])[F:32])=[C:6]([CH:30]=1)[CH2:7][N:8]1[CH2:13][CH2:12][NH:11][C:10]2[N:14]=[CH:15][C:16]([C:18]3[CH:23]=[CH:22][N:21]=[C:20]([N:24]4[CH2:29][CH2:28][NH:27][CH2:26][CH2:25]4)[CH:19]=3)=[CH:17][C:9]1=2.[C:35](Cl)(=[O:37])[CH3:36].C(N(CC)CC)C. The catalyst is CN(C=O)C. The product is [Cl:1][C:2]1[CH:3]=[CH:4][C:5]([C:31]([F:32])([F:34])[F:33])=[C:6]([CH:30]=1)[CH2:7][N:8]1[CH2:13][CH2:12][NH:11][C:10]2[N:14]=[CH:15][C:16]([C:18]3[CH:23]=[CH:22][N:21]=[C:20]([N:24]4[CH2:25][CH2:26][N:27]([C:35](=[O:37])[CH3:36])[CH2:28][CH2:29]4)[CH:19]=3)=[CH:17][C:9]1=2. The yield is 0.560. (5) The product is [C:6]([C:7]1[CH2:12][CH2:11][N:10]([C:13]([O:15][C:16]([CH3:19])([CH3:18])[CH3:17])=[O:14])[CH2:9][CH:8]=1)#[CH:5]. The reactants are C[Si]([C:5]#[C:6][C:7]1[CH2:8][CH2:9][N:10]([C:13]([O:15][C:16]([CH3:19])([CH3:18])[CH3:17])=[O:14])[CH2:11][CH:12]=1)(C)C.[F-].[K+].O. The catalyst is CO. The yield is 0.970. (6) The yield is 0.880. The reactants are [Br:1][C:2]1[N:3]=[CH:4][N:5]([CH2:7][CH2:8]Br)[CH:6]=1.[NH:10]1[CH2:15][CH2:14][O:13][CH2:12][CH2:11]1.C(=O)([O-])[O-].[K+].[K+].O. The catalyst is C(#N)C. The product is [Br:1][C:2]1[N:3]=[CH:4][N:5]([CH2:7][CH2:8][N:10]2[CH2:15][CH2:14][O:13][CH2:12][CH2:11]2)[CH:6]=1. (7) The reactants are Cl.[Cl:2][C:3]1[C:4]([F:29])=[C:5]([CH:26]=[CH:27][CH:28]=1)[NH:6][C:7]1[C:16]2[C:11](=[CH:12][C:13]([O:24][CH3:25])=[C:14]([O:17][CH2:18][C@@H:19]3[CH2:23][CH2:22][CH2:21][NH:20]3)[CH:15]=2)[N:10]=[CH:9][N:8]=1.[C:30](OC(=O)C)(=[O:32])[CH3:31]. No catalyst specified. The product is [C:30]([N:20]1[CH2:21][CH2:22][CH2:23][C@H:19]1[CH2:18][O:17][C:14]1[CH:15]=[C:16]2[C:11](=[CH:12][C:13]=1[O:24][CH3:25])[N:10]=[CH:9][N:8]=[C:7]2[NH:6][C:5]1[CH:26]=[CH:27][CH:28]=[C:3]([Cl:2])[C:4]=1[F:29])(=[O:32])[CH3:31]. The yield is 0.920. (8) The reactants are [CH2:1]([O:3][C@H:4]([CH2:10][C:11]1[CH:16]=[CH:15][C:14]([O:17][CH2:18][C:19]([C:21]2[CH:26]=[CH:25][CH:24]=[C:23]([O:27][CH3:28])[CH:22]=2)=[O:20])=[CH:13][CH:12]=1)[C:5]([O:7]CC)=[O:6])[CH3:2].[Li+].[OH-].Cl. The catalyst is CO. The product is [CH2:1]([O:3][C@H:4]([CH2:10][C:11]1[CH:16]=[CH:15][C:14]([O:17][CH2:18][C:19]([C:21]2[CH:26]=[CH:25][CH:24]=[C:23]([O:27][CH3:28])[CH:22]=2)=[O:20])=[CH:13][CH:12]=1)[C:5]([OH:7])=[O:6])[CH3:2]. The yield is 0.580.